From a dataset of Reaction yield outcomes from USPTO patents with 853,638 reactions. Predict the reaction yield, written as a fraction of the theoretical maximum amount of product (1.0 means a 100% yield; for example, 0.34 means a 34% yield). The reactants are [C:1]([N:5]([CH3:29])[C:6]([C:8]1[C:9]2[CH2:25][O:24][C:23]3[CH:22]=[C:21]([O:26][CH3:27])[C:20](Br)=[CH:19][C:18]=3[C:10]=2[N:11]([C:13]2[CH:17]=[CH:16][S:15][CH:14]=2)[N:12]=1)=[O:7])([CH3:4])([CH3:3])[CH3:2].N1C=CC=CC=1.[CH3:36][C:37]([CH3:53])=[CH:38]B1OB([CH:38]=[C:37]([CH3:53])[CH3:36])OB([CH:38]=[C:37]([CH3:53])[CH3:36])O1.ClCCl.O1CCOCC1.C(=O)([O-])[O-].[Cs+].[Cs+]. The catalyst is C1C=CC(P(C2C=CC=CC=2)[C-]2C=CC=C2)=CC=1.C1C=CC(P(C2C=CC=CC=2)[C-]2C=CC=C2)=CC=1.Cl[Pd]Cl.[Fe+2]. The product is [C:1]([N:5]([CH3:29])[C:6]([C:8]1[C:9]2[CH2:25][O:24][C:23]3[CH:22]=[C:21]([O:26][CH3:27])[C:20]([CH:36]=[C:37]([CH3:53])[CH3:38])=[CH:19][C:18]=3[C:10]=2[N:11]([C:13]2[CH:17]=[CH:16][S:15][CH:14]=2)[N:12]=1)=[O:7])([CH3:4])([CH3:3])[CH3:2]. The yield is 0.140.